From a dataset of Forward reaction prediction with 1.9M reactions from USPTO patents (1976-2016). Predict the product of the given reaction. (1) Given the reactants Cl.[NH2:2][C@H:3]([C:14]([NH2:16])=[O:15])[CH2:4][C:5]1[C:13]2[C:8](=[CH:9][CH:10]=[CH:11][CH:12]=2)[NH:7][CH:6]=1.C([O-])(O)=O.[Na+].[CH3:22][N:23]([CH3:37])[C:24]1([C:31]2[CH:36]=[CH:35][CH:34]=[CH:33][CH:32]=2)[CH2:29][CH2:28][C:27](=O)[CH2:26][CH2:25]1.C(O)(=O)C.[O-]S([O-])(=O)=O.[Na+].[Na+].[BH-](OC(C)=O)(OC(C)=O)OC(C)=O.[Na+], predict the reaction product. The product is: [CH3:22][N:23]([CH3:37])[C:24]1([C:31]2[CH:32]=[CH:33][CH:34]=[CH:35][CH:36]=2)[CH2:25][CH2:26][CH:27]([NH:2][C@@H:3]([CH2:4][C:5]2[C:13]3[C:8](=[CH:9][CH:10]=[CH:11][CH:12]=3)[NH:7][CH:6]=2)[C:14]([NH2:16])=[O:15])[CH2:28][CH2:29]1. (2) Given the reactants [Cl:1][C:2]1[C:3]([CH2:30][N:31]2[CH2:35][CH2:34][C@H:33]([CH2:36][NH:37]C(=O)OC(C)(C)C)[CH2:32]2)=[C:4]([C:26]([F:29])([F:28])[F:27])[CH:5]=[C:6]2[C:11]=1[N:10]=[CH:9][N:8]([CH2:12][C:13]1[CH:18]=[C:17]([Cl:19])[CH:16]=[CH:15][C:14]=1[S:20]([CH2:23][CH3:24])(=[O:22])=[O:21])[C:7]2=[O:25].Cl.C(S(N1C=CC=C1CN)(=O)=O)C, predict the reaction product. The product is: [NH2:37][CH2:36][C@H:33]1[CH2:34][CH2:35][N:31]([CH2:30][C:3]2[C:2]([Cl:1])=[C:11]3[C:6]([C:7](=[O:25])[N:8]([CH2:12][C:13]4[CH:18]=[C:17]([Cl:19])[CH:16]=[CH:15][C:14]=4[S:20]([CH2:23][CH3:24])(=[O:22])=[O:21])[CH:9]=[N:10]3)=[CH:5][C:4]=2[C:26]([F:27])([F:28])[F:29])[CH2:32]1. (3) Given the reactants Cl[C:2]1[N:7]=[CH:6][C:5]([O:8][CH:9]2[CH2:15][CH2:14][CH2:13][CH2:12][CH2:11][CH2:10]2)=[CH:4][CH:3]=1.[Cu][C:17]#[N:18].CN1C(=O)CCC1.O, predict the reaction product. The product is: [CH:9]1([O:8][C:5]2[CH:4]=[CH:3][C:2]([C:17]#[N:18])=[N:7][CH:6]=2)[CH2:15][CH2:14][CH2:13][CH2:12][CH2:11][CH2:10]1. (4) Given the reactants [F:1][C:2]([F:16])([F:15])[C:3]1[CH:14]=[CH:13][C:6]2[S:7][C:8](C(O)=O)=[CH:9][C:5]=2[CH:4]=1.N12CCCN=C1CCCCC2, predict the reaction product. The product is: [F:16][C:2]([F:1])([F:15])[C:3]1[CH:14]=[CH:13][C:6]2[S:7][CH:8]=[CH:9][C:5]=2[CH:4]=1. (5) Given the reactants [OH:1][CH2:2][C@@H:3]1[CH2:8][CH2:7][CH2:6][C@H:5]([OH:9])[CH2:4]1.Br[CH2:11][C:12]1[CH:21]=[CH:20][CH:19]=[C:18]([CH3:22])[C:13]=1[C:14]([O:16]C)=[O:15].[F:23][C:24]1[CH:29]=[CH:28][C:27]([C:30]2[O:31][CH:32]=[C:33]([CH2:35]I)[N:34]=2)=[CH:26][CH:25]=1, predict the reaction product. The product is: [F:23][C:24]1[CH:25]=[CH:26][C:27]([C:30]2[O:31][CH:32]=[C:33]([CH2:35][O:9][C@@H:5]3[CH2:6][CH2:7][CH2:8][C@H:3]([CH2:2][O:1][CH2:11][C:12]4[CH:21]=[CH:20][CH:19]=[C:18]([CH3:22])[C:13]=4[C:14]([OH:16])=[O:15])[CH2:4]3)[N:34]=2)=[CH:28][CH:29]=1. (6) Given the reactants [N+:1]([C:4]1[C:5]([C:9]([OH:11])=[O:10])=[N:6][NH:7][CH:8]=1)([O-:3])=[O:2].S(=O)(=O)(O)O.[CH2:17](O)[CH3:18], predict the reaction product. The product is: [N+:1]([C:4]1[C:5]([C:9]([O:11][CH2:17][CH3:18])=[O:10])=[N:6][NH:7][CH:8]=1)([O-:3])=[O:2].